Task: Predict which catalyst facilitates the given reaction.. Dataset: Catalyst prediction with 721,799 reactions and 888 catalyst types from USPTO (1) Reactant: [Cl:1][C:2]1[CH:11]=[CH:10][C:9]([C:12]2[CH:17]=[CH:16][CH:15]=[C:14]([CH:18]=O)[N:13]=2)=[CH:8][C:3]=1[C:4]([O:6][CH3:7])=[O:5].Cl[C:21]([F:26])([F:25])C([O-])=O.[Na+].C1(P(C2C=CC=CC=2)C2C=CC=CC=2)C=CC=CC=1. Product: [Cl:1][C:2]1[CH:11]=[CH:10][C:9]([C:12]2[CH:17]=[CH:16][CH:15]=[C:14]([CH:18]=[C:21]([F:26])[F:25])[N:13]=2)=[CH:8][C:3]=1[C:4]([O:6][CH3:7])=[O:5]. The catalyst class is: 3. (2) Reactant: [CH3:1][O:2][C:3]([C:5]1[C:6]([NH2:15])=[C:7]([Cl:14])[CH:8]=[C:9]2[C:13]=1[NH:12][N:11]=[CH:10]2)=[O:4].[Br:16]Br. Product: [CH3:1][O:2][C:3]([C:5]1[C:6]([NH2:15])=[C:7]([Cl:14])[CH:8]=[C:9]2[C:13]=1[NH:12][N:11]=[C:10]2[Br:16])=[O:4]. The catalyst class is: 15. (3) Reactant: [CH2:1]([N:8]1[C:16]2[C:11](=[CH:12][C:13]([C:17]3[CH:22]=[CH:21][CH:20]=[C:19]([O:23][C:24]([F:27])([F:26])[F:25])[CH:18]=3)=[CH:14][CH:15]=2)[C:10]([C:28](=[O:41])[C:29]([N:31]([CH3:40])[CH2:32][C:33]([O:35]C(C)(C)C)=[O:34])=[O:30])=[CH:9]1)[C:2]1[CH:7]=[CH:6][CH:5]=[CH:4][CH:3]=1.FC(F)(F)C(O)=O. Product: [CH2:1]([N:8]1[C:16]2[C:11](=[CH:12][C:13]([C:17]3[CH:22]=[CH:21][CH:20]=[C:19]([O:23][C:24]([F:25])([F:26])[F:27])[CH:18]=3)=[CH:14][CH:15]=2)[C:10]([C:28](=[O:41])[C:29]([N:31]([CH3:40])[CH2:32][C:33]([OH:35])=[O:34])=[O:30])=[CH:9]1)[C:2]1[CH:3]=[CH:4][CH:5]=[CH:6][CH:7]=1. The catalyst class is: 2. (4) Reactant: C(OC([NH:8][C@@H:9]([CH2:17][C:18]1[CH:23]=[CH:22][C:21]([O:24][CH2:25][C:26]#[CH:27])=[CH:20][CH:19]=1)[C:10]([O:12][C:13]([CH3:16])([CH3:15])[CH3:14])=[O:11])=O)(C)(C)C.Cl.C(OCC)C. Product: [NH2:8][C@@H:9]([CH2:17][C:18]1[CH:19]=[CH:20][C:21]([O:24][CH2:25][C:26]#[CH:27])=[CH:22][CH:23]=1)[C:10]([O:12][C:13]([CH3:14])([CH3:15])[CH3:16])=[O:11]. The catalyst class is: 25.